This data is from NCI-60 drug combinations with 297,098 pairs across 59 cell lines. The task is: Regression. Given two drug SMILES strings and cell line genomic features, predict the synergy score measuring deviation from expected non-interaction effect. (1) Drug 2: CCC1(C2=C(COC1=O)C(=O)N3CC4=CC5=C(C=CC(=C5CN(C)C)O)N=C4C3=C2)O.Cl. Cell line: HCC-2998. Drug 1: CC1=C(C(CCC1)(C)C)C=CC(=CC=CC(=CC(=O)O)C)C. Synergy scores: CSS=28.6, Synergy_ZIP=9.98, Synergy_Bliss=6.34, Synergy_Loewe=-12.3, Synergy_HSA=1.24. (2) Drug 1: CCCS(=O)(=O)NC1=C(C(=C(C=C1)F)C(=O)C2=CNC3=C2C=C(C=N3)C4=CC=C(C=C4)Cl)F. Drug 2: CCC1(C2=C(COC1=O)C(=O)N3CC4=CC5=C(C=CC(=C5CN(C)C)O)N=C4C3=C2)O.Cl. Cell line: SN12C. Synergy scores: CSS=37.3, Synergy_ZIP=2.24, Synergy_Bliss=1.62, Synergy_Loewe=-72.2, Synergy_HSA=-0.0549. (3) Synergy scores: CSS=35.5, Synergy_ZIP=2.23, Synergy_Bliss=3.41, Synergy_Loewe=-11.0, Synergy_HSA=2.94. Drug 1: COC1=C(C=C2C(=C1)N=CN=C2NC3=CC(=C(C=C3)F)Cl)OCCCN4CCOCC4. Drug 2: C1CC(=O)NC(=O)C1N2C(=O)C3=CC=CC=C3C2=O. Cell line: NCI-H522. (4) Drug 1: CC1=C(C=C(C=C1)C(=O)NC2=CC(=CC(=C2)C(F)(F)F)N3C=C(N=C3)C)NC4=NC=CC(=N4)C5=CN=CC=C5. Drug 2: C1=CC=C(C(=C1)C(C2=CC=C(C=C2)Cl)C(Cl)Cl)Cl. Cell line: 786-0. Synergy scores: CSS=-0.982, Synergy_ZIP=-0.367, Synergy_Bliss=-1.81, Synergy_Loewe=-2.39, Synergy_HSA=-2.00. (5) Drug 1: COC1=CC(=CC(=C1O)OC)C2C3C(COC3=O)C(C4=CC5=C(C=C24)OCO5)OC6C(C(C7C(O6)COC(O7)C8=CC=CS8)O)O. Drug 2: C1CCC(C(C1)N)N.C(=O)(C(=O)[O-])[O-].[Pt+4]. Cell line: HOP-62. Synergy scores: CSS=35.1, Synergy_ZIP=-1.65, Synergy_Bliss=-0.807, Synergy_Loewe=-4.73, Synergy_HSA=0.783. (6) Drug 1: CCN(CC)CCNC(=O)C1=C(NC(=C1C)C=C2C3=C(C=CC(=C3)F)NC2=O)C. Drug 2: N.N.Cl[Pt+2]Cl. Cell line: NCI-H522. Synergy scores: CSS=68.4, Synergy_ZIP=2.16, Synergy_Bliss=-2.10, Synergy_Loewe=-3.18, Synergy_HSA=-1.15. (7) Drug 1: C1=CC(=C2C(=C1NCCNCCO)C(=O)C3=C(C=CC(=C3C2=O)O)O)NCCNCCO. Drug 2: CC1=C(N=C(N=C1N)C(CC(=O)N)NCC(C(=O)N)N)C(=O)NC(C(C2=CN=CN2)OC3C(C(C(C(O3)CO)O)O)OC4C(C(C(C(O4)CO)O)OC(=O)N)O)C(=O)NC(C)C(C(C)C(=O)NC(C(C)O)C(=O)NCCC5=NC(=CS5)C6=NC(=CS6)C(=O)NCCC[S+](C)C)O. Cell line: RXF 393. Synergy scores: CSS=22.7, Synergy_ZIP=-1.58, Synergy_Bliss=1.26, Synergy_Loewe=-0.0790, Synergy_HSA=4.50.